Task: Predict the product of the given reaction.. Dataset: Forward reaction prediction with 1.9M reactions from USPTO patents (1976-2016) (1) Given the reactants CO.[NH:3]1[C:7]2[CH:8]=[CH:9][CH:10]=[CH:11][C:6]=2[NH:5][C:4]1=[C:12]([C:28]([C:30]1[CH:35]=[CH:34][CH:33]=[C:32]([F:36])[CH:31]=1)=[O:29])[C:13]([C:15]1[CH:20]=[CH:19][CH:18]=[C:17]([C@@H:21]2[CH2:25][O:24]C(C)(C)[O:22]2)[CH:16]=1)=[O:14].O.C1(C)C=CC(S(O)(=O)=O)=CC=1.C(=O)(O)[O-].[Na+], predict the reaction product. The product is: [NH:3]1[C:7]2[CH:8]=[CH:9][CH:10]=[CH:11][C:6]=2[NH:5][C:4]1=[C:12]([C:28]([C:30]1[CH:35]=[CH:34][CH:33]=[C:32]([F:36])[CH:31]=1)=[O:29])[C:13]([C:15]1[CH:20]=[CH:19][CH:18]=[C:17]([C@@H:21]([OH:22])[CH2:25][OH:24])[CH:16]=1)=[O:14]. (2) Given the reactants O[CH:2]1[CH2:11][C@H:10]2[N:5]([C:6](=[O:12])[CH2:7][CH2:8][CH2:9]2)[C@H:4]([C:13]2[CH:18]=[C:17]([F:19])[C:16]([F:20])=[C:15]([F:21])[CH:14]=2)[CH2:3]1.C(N(CC)CC)C.CS(Cl)(=O)=O.CC(C)([O-])C.[K+], predict the reaction product. The product is: [F:19][C:17]1[CH:18]=[C:13]([C:4]2[N:5]3[C@H:10]([CH2:11][CH2:2][CH:3]=2)[CH2:9][CH2:8][CH2:7][C:6]3=[O:12])[CH:14]=[C:15]([F:21])[C:16]=1[F:20]. (3) The product is: [CH2:11]([O:13][C:14]([N:16]1[CH2:22][CH2:21][C:20]2[CH:23]=[CH:24][S:25][C:19]=2[C:18](=[CH2:1])[CH2:17]1)=[O:15])[CH3:12]. Given the reactants [CH3:1][Si]([N-][Si](C)(C)C)(C)C.[K+].[CH2:11]([O:13][C:14]([N:16]1[CH2:22][CH2:21][C:20]2[CH:23]=[CH:24][S:25][C:19]=2[C:18](=O)[CH2:17]1)=[O:15])[CH3:12], predict the reaction product. (4) Given the reactants O.[NH2:2][NH2:3].[Cl:4][CH2:5][CH2:6][CH2:7][CH:8]([C:13]1[CH:18]=[CH:17][CH:16]=[CH:15][CH:14]=1)[C:9](OC)=[O:10], predict the reaction product. The product is: [Cl:4][CH2:5][CH2:6][CH2:7][CH:8]([C:13]1[CH:18]=[CH:17][CH:16]=[CH:15][CH:14]=1)[C:9]([NH:2][NH2:3])=[O:10]. (5) Given the reactants [CH3:1][Si](C=[N+]=[N-])(C)C.[CH2:8]([C@@:15]([NH:23][C:24]([O:26][C:27]([CH3:30])([CH3:29])[CH3:28])=[O:25])([CH2:20][CH:21]=[CH2:22])[CH2:16][C:17]([OH:19])=[O:18])[C:9]1[CH:14]=[CH:13][CH:12]=[CH:11][CH:10]=1, predict the reaction product. The product is: [CH2:8]([C@@:15]([NH:23][C:24]([O:26][C:27]([CH3:30])([CH3:29])[CH3:28])=[O:25])([CH2:20][CH:21]=[CH2:22])[CH2:16][C:17]([O:19][CH3:1])=[O:18])[C:9]1[CH:10]=[CH:11][CH:12]=[CH:13][CH:14]=1. (6) Given the reactants [F:1][C:2]1[C:3]([C:8]2([F:18])[CH2:17][CH2:16][C:11]3(OCC[O:12]3)[CH2:10][CH2:9]2)=[N:4][CH:5]=[CH:6][CH:7]=1.ClC1C(C2(F)CCC3(OCCO3)CC2)=NC=CC=1.N, predict the reaction product. The product is: [F:18][C:8]1([C:3]2[C:2]([F:1])=[CH:7][CH:6]=[CH:5][N:4]=2)[CH2:9][CH2:10][C:11](=[O:12])[CH2:16][CH2:17]1. (7) Given the reactants [Br:1][C:2]1[CH:7]=[CH:6][C:5]([NH:8][CH:9]2[CH:14]3[CH2:15][CH2:16][N:11]([CH2:12][CH2:13]3)[CH2:10]2)=[C:4]([CH2:17][CH:18](OC)OC)[CH:3]=1.[ClH:23].CO, predict the reaction product. The product is: [ClH:23].[Br:1][C:2]1[CH:3]=[C:4]2[C:5](=[CH:6][CH:7]=1)[N:8]([CH:9]1[CH:14]3[CH2:15][CH2:16][N:11]([CH2:12][CH2:13]3)[CH2:10]1)[CH:18]=[CH:17]2. (8) Given the reactants [CH3:1][O:2][C:3]1[CH:4]=[C:5]([C:11]([CH:27]([CH3:29])[CH3:28])([CH2:14][CH2:15][CH2:16][N:17]([CH3:26])[CH2:18][CH2:19][C:20]2[CH:25]=[CH:24][CH:23]=[CH:22][CH:21]=2)[C:12]#[N:13])[CH:6]=[CH:7][C:8]=1[O:9][CH3:10].[CH3:30][OH:31].[C]=[O:33].C(N(CC)CC)C, predict the reaction product. The product is: [C:12]([C:11]([C:5]1[CH:6]=[CH:7][C:8]([O:9][CH3:10])=[C:3]([O:2][CH3:1])[CH:4]=1)([CH:27]([CH3:29])[CH3:28])[CH2:14][CH2:15][CH2:16][N:17]([CH3:26])[CH2:18][CH2:19][C:20]1[CH:21]=[CH:22][CH:23]=[CH:24][C:25]=1[C:30]([OH:33])=[O:31])#[N:13].